Dataset: NCI-60 drug combinations with 297,098 pairs across 59 cell lines. Task: Regression. Given two drug SMILES strings and cell line genomic features, predict the synergy score measuring deviation from expected non-interaction effect. (1) Drug 1: COC1=NC(=NC2=C1N=CN2C3C(C(C(O3)CO)O)O)N. Drug 2: CC1CCC2CC(C(=CC=CC=CC(CC(C(=O)C(C(C(=CC(C(=O)CC(OC(=O)C3CCCCN3C(=O)C(=O)C1(O2)O)C(C)CC4CCC(C(C4)OC)O)C)C)O)OC)C)C)C)OC. Cell line: DU-145. Synergy scores: CSS=10.2, Synergy_ZIP=-8.51, Synergy_Bliss=-7.42, Synergy_Loewe=-3.26, Synergy_HSA=0.148. (2) Drug 1: CN1CCC(CC1)COC2=C(C=C3C(=C2)N=CN=C3NC4=C(C=C(C=C4)Br)F)OC. Drug 2: C1=NC2=C(N1)C(=S)N=CN2. Cell line: M14. Synergy scores: CSS=6.35, Synergy_ZIP=-11.6, Synergy_Bliss=-18.4, Synergy_Loewe=-37.4, Synergy_HSA=-20.6. (3) Drug 1: C1=CC(=CC=C1CCCC(=O)O)N(CCCl)CCCl. Drug 2: CN(C(=O)NC(C=O)C(C(C(CO)O)O)O)N=O. Cell line: RXF 393. Synergy scores: CSS=12.5, Synergy_ZIP=-2.78, Synergy_Bliss=3.72, Synergy_Loewe=-6.59, Synergy_HSA=3.46. (4) Drug 1: CS(=O)(=O)C1=CC(=C(C=C1)C(=O)NC2=CC(=C(C=C2)Cl)C3=CC=CC=N3)Cl. Drug 2: CC1=C(C=C(C=C1)NC(=O)C2=CC=C(C=C2)CN3CCN(CC3)C)NC4=NC=CC(=N4)C5=CN=CC=C5. Cell line: ACHN. Synergy scores: CSS=-0.946, Synergy_ZIP=2.66, Synergy_Bliss=0.916, Synergy_Loewe=-0.978, Synergy_HSA=-3.34. (5) Drug 1: C1C(C(OC1N2C=NC3=C(N=C(N=C32)Cl)N)CO)O. Drug 2: CC1=C(C=C(C=C1)NC(=O)C2=CC=C(C=C2)CN3CCN(CC3)C)NC4=NC=CC(=N4)C5=CN=CC=C5. Cell line: UO-31. Synergy scores: CSS=44.1, Synergy_ZIP=-1.12, Synergy_Bliss=-2.89, Synergy_Loewe=-32.0, Synergy_HSA=-2.35. (6) Drug 1: C1CCN(CC1)CCOC2=CC=C(C=C2)C(=O)C3=C(SC4=C3C=CC(=C4)O)C5=CC=C(C=C5)O. Drug 2: CC1CCC2CC(C(=CC=CC=CC(CC(C(=O)C(C(C(=CC(C(=O)CC(OC(=O)C3CCCCN3C(=O)C(=O)C1(O2)O)C(C)CC4CCC(C(C4)OC)OCCO)C)C)O)OC)C)C)C)OC. Cell line: 786-0. Synergy scores: CSS=17.2, Synergy_ZIP=0.419, Synergy_Bliss=0.779, Synergy_Loewe=-13.4, Synergy_HSA=0.271.